This data is from Full USPTO retrosynthesis dataset with 1.9M reactions from patents (1976-2016). The task is: Predict the reactants needed to synthesize the given product. (1) Given the product [O:22]1[CH2:23][CH2:24][O:20][CH:21]1[C:25]1[CH:29]=[CH:28][S:27][C:26]=1[CH2:30][C:17]#[N:18], predict the reactants needed to synthesize it. The reactants are: CC(C)([O-])C.[K+].CC1C=CC(S([CH2:17][N+:18]#[C-])(=O)=O)=CC=1.[O:20]1[CH2:24][CH2:23][O:22][CH:21]1[C:25]1[CH:29]=[CH:28][S:27][C:26]=1[CH:30]=O.[Cl-].[NH4+]. (2) The reactants are: Cl[C:2]1[N:3]=[C:4]2[N:12]([CH2:13][C:14]([C:16]3[CH:17]=[N:18][CH:19]=[CH:20][C:21]=3[CH3:22])=[O:15])[C@H:11]([C:23]([F:26])([F:25])[F:24])[CH2:10][CH2:9][N:5]2[C:6](=[O:8])[CH:7]=1.Cl.[C@H:28]12[CH2:34][C@H:31]([NH:32][CH2:33]1)[CH2:30][O:29]2.C(N(CC)CC)C. Given the product [CH3:22][C:21]1[CH:20]=[CH:19][N:18]=[CH:17][C:16]=1[C:14](=[O:15])[CH2:13][N:12]1[C:4]2=[N:3][C:2]([N:32]3[CH2:33][C@@H:28]4[CH2:34][C@H:31]3[CH2:30][O:29]4)=[CH:7][C:6](=[O:8])[N:5]2[CH2:9][CH2:10][C@H:11]1[C:23]([F:26])([F:25])[F:24], predict the reactants needed to synthesize it. (3) Given the product [F:9][C:10]([F:19])([F:20])[C:11]1[CH:18]=[CH:17][C:14]([CH2:15][NH:16][CH:5]2[CH2:6][CH2:7][N:2]([CH3:1])[CH2:3][CH2:4]2)=[CH:13][CH:12]=1, predict the reactants needed to synthesize it. The reactants are: [CH3:1][N:2]1[CH2:7][CH2:6][CH2:5][CH2:4][C:3]1=O.[F:9][C:10]([F:20])([F:19])[C:11]1[CH:18]=[CH:17][C:14]([CH2:15][NH2:16])=[CH:13][CH:12]=1. (4) Given the product [CH:5]12[N:16]([C:25]([O:27][CH2:28][C:29]3[CH:34]=[CH:33][CH:32]=[CH:31][CH:30]=3)=[O:26])[CH:1]([CH2:8][N:7]([C:9]([O:11][C:12]([CH3:13])([CH3:15])[CH3:14])=[O:10])[CH2:6]1)[CH2:2][O:3][CH2:4]2, predict the reactants needed to synthesize it. The reactants are: [CH:1]12[NH:16][CH:5]([CH2:6][N:7]([C:9]([O:11][C:12]([CH3:15])([CH3:14])[CH3:13])=[O:10])[CH2:8]1)[CH2:4][O:3][CH2:2]2.C(N(CC)CC)C.Cl[C:25]([O:27][CH2:28][C:29]1[CH:34]=[CH:33][CH:32]=[CH:31][CH:30]=1)=[O:26]. (5) The reactants are: [C:1]([O:5][C:6]([C@@:8]1([CH2:25]C=C)[C@@H:12]([CH2:13][CH:14]=[CH2:15])[C:11](=[O:16])[N:10]([C@@H:17]([C:19]2[CH:24]=[CH:23][CH:22]=[CH:21][CH:20]=2)[CH3:18])[CH2:9]1)=[O:7])([CH3:4])([CH3:3])[CH3:2]. Given the product [C:1]([O:5][C:6]([C@:8]12[CH2:9][N:10]([C@@H:17]([C:19]3[CH:24]=[CH:23][CH:22]=[CH:21][CH:20]=3)[CH3:18])[C:11](=[O:16])[C@@H:12]1[CH2:13][CH:14]=[CH:15][CH2:25]2)=[O:7])([CH3:3])([CH3:2])[CH3:4], predict the reactants needed to synthesize it. (6) Given the product [I:1][C:2]1[CH:3]=[C:4]([CH:8]=[CH:9][CH:10]=1)[C:5]([NH:18][NH2:19])=[O:6], predict the reactants needed to synthesize it. The reactants are: [I:1][C:2]1[CH:3]=[C:4]([CH:8]=[CH:9][CH:10]=1)[C:5](O)=[O:6].C(Cl)(=O)C(Cl)=O.C(OC(C)(C)C)(=O)[NH:18][NH2:19].FC(F)(F)C(O)=O.